This data is from Full USPTO retrosynthesis dataset with 1.9M reactions from patents (1976-2016). The task is: Predict the reactants needed to synthesize the given product. Given the product [Cl:18][CH2:17][C@H:19]([OH:21])[CH2:20][C:2]1[CH:7]=[CH:6][CH:5]=[C:4]([O:8][CH2:9][CH:10]([CH2:14][CH2:15][CH3:16])[CH2:11][CH2:12][CH3:13])[CH:3]=1, predict the reactants needed to synthesize it. The reactants are: Br[C:2]1[CH:7]=[CH:6][CH:5]=[C:4]([O:8][CH2:9][CH:10]([CH2:14][CH2:15][CH3:16])[CH2:11][CH2:12][CH3:13])[CH:3]=1.[CH2:17]([C@H:19]1[O:21][CH2:20]1)[Cl:18].